This data is from NCI-60 drug combinations with 297,098 pairs across 59 cell lines. The task is: Regression. Given two drug SMILES strings and cell line genomic features, predict the synergy score measuring deviation from expected non-interaction effect. (1) Synergy scores: CSS=50.5, Synergy_ZIP=9.68, Synergy_Bliss=8.42, Synergy_Loewe=-11.1, Synergy_HSA=6.38. Cell line: HCT116. Drug 2: CCC1(CC2CC(C3=C(CCN(C2)C1)C4=CC=CC=C4N3)(C5=C(C=C6C(=C5)C78CCN9C7C(C=CC9)(C(C(C8N6C=O)(C(=O)OC)O)OC(=O)C)CC)OC)C(=O)OC)O.OS(=O)(=O)O. Drug 1: CC1=C(C=C(C=C1)NC2=NC=CC(=N2)N(C)C3=CC4=NN(C(=C4C=C3)C)C)S(=O)(=O)N.Cl. (2) Drug 1: CN1CCC(CC1)COC2=C(C=C3C(=C2)N=CN=C3NC4=C(C=C(C=C4)Br)F)OC. Drug 2: CC(CN1CC(=O)NC(=O)C1)N2CC(=O)NC(=O)C2. Cell line: HT29. Synergy scores: CSS=50.1, Synergy_ZIP=7.34, Synergy_Bliss=8.09, Synergy_Loewe=7.90, Synergy_HSA=8.22. (3) Drug 1: C1CN(CCN1C(=O)CCBr)C(=O)CCBr. Drug 2: CS(=O)(=O)OCCCCOS(=O)(=O)C. Cell line: NCI-H226. Synergy scores: CSS=1.44, Synergy_ZIP=-2.24, Synergy_Bliss=-0.648, Synergy_Loewe=0.0468, Synergy_HSA=0.311. (4) Drug 1: C1=CC(=C2C(=C1NCCNCCO)C(=O)C3=C(C=CC(=C3C2=O)O)O)NCCNCCO. Drug 2: CCC1(CC2CC(C3=C(CCN(C2)C1)C4=CC=CC=C4N3)(C5=C(C=C6C(=C5)C78CCN9C7C(C=CC9)(C(C(C8N6C)(C(=O)OC)O)OC(=O)C)CC)OC)C(=O)OC)O.OS(=O)(=O)O. Cell line: SN12C. Synergy scores: CSS=52.6, Synergy_ZIP=-4.30, Synergy_Bliss=-2.71, Synergy_Loewe=-0.453, Synergy_HSA=2.13. (5) Drug 1: CC1=C(C=C(C=C1)NC(=O)C2=CC=C(C=C2)CN3CCN(CC3)C)NC4=NC=CC(=N4)C5=CN=CC=C5. Drug 2: CCCCCOC(=O)NC1=NC(=O)N(C=C1F)C2C(C(C(O2)C)O)O. Cell line: MOLT-4. Synergy scores: CSS=52.3, Synergy_ZIP=-1.42, Synergy_Bliss=-2.10, Synergy_Loewe=-32.2, Synergy_HSA=-2.42.